Dataset: Peptide-MHC class I binding affinity with 185,985 pairs from IEDB/IMGT. Task: Regression. Given a peptide amino acid sequence and an MHC pseudo amino acid sequence, predict their binding affinity value. This is MHC class I binding data. (1) The peptide sequence is HMIDKLFYV. The MHC is HLA-A02:01 with pseudo-sequence HLA-A02:01. The binding affinity (normalized) is 1.00. (2) The peptide sequence is MLNRYKLIY. The MHC is HLA-A24:03 with pseudo-sequence HLA-A24:03. The binding affinity (normalized) is 0.486. (3) The peptide sequence is LLPSTDVNK. The MHC is HLA-A68:01 with pseudo-sequence HLA-A68:01. The binding affinity (normalized) is 0.182.